This data is from Full USPTO retrosynthesis dataset with 1.9M reactions from patents (1976-2016). The task is: Predict the reactants needed to synthesize the given product. (1) Given the product [Cl:16][C:5]1[N:1]([C:6]2[CH:13]=[CH:12][C:9]([CH:10]=[O:11])=[CH:8][C:7]=2[O:14][CH3:15])[CH:2]=[N:3][CH:4]=1, predict the reactants needed to synthesize it. The reactants are: [N:1]1([C:6]2[CH:13]=[CH:12][C:9]([CH:10]=[O:11])=[CH:8][C:7]=2[O:14][CH3:15])[CH:5]=[CH:4][N:3]=[CH:2]1.[Cl:16]N1C(=O)CCC1=O. (2) Given the product [F:37][C:36]([F:38])([F:39])[C@@:32]([O:31][CH3:30])([C:40]1[CH:45]=[CH:44][CH:43]=[CH:42][CH:41]=1)[C:33]([O:15][CH2:14][C@:13]([OH:16])([CH3:17])[C:12]#[C:11][C:10]1[C:5]2[C:4]([Cl:29])=[N:3][C:2]([NH2:1])=[N:7][C:6]=2[N:8]([CH2:18][C:19]2[C:24]([CH3:25])=[C:23]([O:26][CH3:27])[C:22]([CH3:28])=[CH:21][N:20]=2)[CH:9]=1)=[O:34], predict the reactants needed to synthesize it. The reactants are: [NH2:1][C:2]1[N:3]=[C:4]([Cl:29])[C:5]2[C:10]([C:11]#[C:12][C@:13]([CH3:17])([OH:16])[CH2:14][OH:15])=[CH:9][N:8]([CH2:18][C:19]3[C:24]([CH3:25])=[C:23]([O:26][CH3:27])[C:22]([CH3:28])=[CH:21][N:20]=3)[C:6]=2[N:7]=1.[CH3:30][O:31][C@@:32]([C:40]1[CH:45]=[CH:44][CH:43]=[CH:42][CH:41]=1)([C:36]([F:39])([F:38])[F:37])[C:33](Cl)=[O:34].CCN(CC)CC.CCOC(C)=O.C(Cl)Cl.